From a dataset of Catalyst prediction with 721,799 reactions and 888 catalyst types from USPTO. Predict which catalyst facilitates the given reaction. (1) Reactant: [Br:1][C:2]1[C:11]2[C:6](=[CH:7][CH:8]=[CH:9][CH:10]=2)[C:5](=[O:12])[O:4][C:3]=1[CH:13]([OH:15])[CH3:14].N1C=CN=C1.[C:21]([Si:25](Cl)([CH3:27])[CH3:26])([CH3:24])([CH3:23])[CH3:22]. Product: [Br:1][C:2]1[C:11]2[C:6](=[CH:7][CH:8]=[CH:9][CH:10]=2)[C:5](=[O:12])[O:4][C:3]=1[CH:13]([O:15][Si:25]([C:21]([CH3:24])([CH3:23])[CH3:22])([CH3:27])[CH3:26])[CH3:14]. The catalyst class is: 2. (2) Reactant: Br[CH2:2][C:3](=[N:9][O:10][CH3:11])[C:4]([O:6][CH2:7][CH3:8])=[O:5].[CH3:12][SH:13].[Na].O. Product: [CH3:11][O:10][N:9]=[C:3]([CH2:2][S:13][CH3:12])[C:4]([O:6][CH2:7][CH3:8])=[O:5]. The catalyst class is: 9. (3) Reactant: C(NC(C)C)(C)C.[Li]CCCC.[C:13]([O:18][CH2:19][CH3:20])(=[O:17])[CH:14]([CH3:16])[CH3:15].[I:21][C:22]1[CH:23]=[C:24]2[C:40]([C:41]([NH:43][CH3:44])=[O:42])=[C:39]([C:45]3[CH:50]=[CH:49][C:48]([CH3:51])=[CH:47][CH:46]=3)[O:38][C:25]2=[N:26][C:27]=1[N:28]([CH2:33][CH2:34][CH2:35][CH:36]=[O:37])[S:29]([CH3:32])(=[O:31])=[O:30]. The catalyst class is: 1. Product: [OH:37][CH:36]([CH2:35][CH2:34][CH2:33][N:28]([C:27]1[N:26]=[C:25]2[O:38][C:39]([C:45]3[CH:50]=[CH:49][C:48]([CH3:51])=[CH:47][CH:46]=3)=[C:40]([C:41](=[O:42])[NH:43][CH3:44])[C:24]2=[CH:23][C:22]=1[I:21])[S:29]([CH3:32])(=[O:31])=[O:30])[C:14]([CH3:16])([CH3:15])[C:13]([O:18][CH2:19][CH3:20])=[O:17]. (4) Reactant: C[O:2][C:3](=[O:19])[CH:4]([C:12]1[CH:17]=[CH:16][CH:15]=[C:14]([F:18])[CH:13]=1)[NH:5][C:6]1[CH:11]=[CH:10][CH:9]=[CH:8][CH:7]=1.O.[OH-].[Li+]. Product: [F:18][C:14]1[CH:13]=[C:12]([CH:4]([NH:5][C:6]2[CH:11]=[CH:10][CH:9]=[CH:8][CH:7]=2)[C:3]([OH:19])=[O:2])[CH:17]=[CH:16][CH:15]=1. The catalyst class is: 20. (5) Reactant: [C:1]([C:3]1[CH:4]=[C:5]([N:12]([S:17]([CH3:20])(=[O:19])=[O:18])[S:13]([CH3:16])(=[O:15])=[O:14])[CH:6]=[C:7]([N+:9]([O-])=O)[CH:8]=1)#[N:2]. Product: [NH2:9][C:7]1[CH:6]=[C:5]([N:12]([S:13]([CH3:16])(=[O:15])=[O:14])[S:17]([CH3:20])(=[O:18])=[O:19])[CH:4]=[C:3]([C:1]#[N:2])[CH:8]=1. The catalyst class is: 515. (6) Reactant: C[O:2]C.[N:4](CCC[Si:10]([O:15][CH3:16])([O:13][CH3:14])[O:11][CH3:12])=[C:5]=[O:6].C([O-])(=O)CCCCCCCCCCC.C([O-])(=O)CCCCCCCCCCC.C([Sn+2]CCCC)CCC. Product: [C:5](=[O:6])([OH:2])[NH2:4].[CH3:12][O:11][SiH:10]([O:15][CH3:16])[O:13][CH3:14]. The catalyst class is: 2. (7) Reactant: C[C:2]1[C:3]([CH2:11][O:12][C:13]2[C:18]([CH:19]3[CH2:22][CH2:21][CH2:20]3)=[CH:17][CH:16]=[C:15]([C:23]3[CH:24]=[N:25][C:26]([NH2:29])=[CH:27][CH:28]=3)[C:14]=2[F:30])=[CH:4][CH:5]=[C:6]([CH:10]=1)[C:7]([O-:9])=[O:8].[OH-].[K+].C1COCC1. Product: [NH2:29][C:26]1[N:25]=[CH:24][C:23]([C:15]2[C:14]([F:30])=[C:13]([C:18]([CH:19]3[CH2:20][CH2:21][CH2:22]3)=[CH:17][CH:16]=2)[O:12][CH2:11][C:3]2[CH:4]=[CH:5][C:6]([C:7]([OH:9])=[O:8])=[CH:10][CH:2]=2)=[CH:28][CH:27]=1. The catalyst class is: 5. (8) Reactant: [Cl:1][C:2]1[CH:7]=[CH:6][C:5]([CH:8]([C:10]2[CH:15]=[CH:14][C:13]([O:16][CH2:17][CH2:18][CH2:19][CH2:20][CH3:21])=[CH:12][CH:11]=2)[OH:9])=[CH:4][C:3]=1[S:22]([NH2:25])(=[O:24])=[O:23].CC(C)=O.OS(O)(=O)=O.O=[Cr](=O)=O. Product: [Cl:1][C:2]1[CH:7]=[CH:6][C:5]([C:8](=[O:9])[C:10]2[CH:11]=[CH:12][C:13]([O:16][CH2:17][CH2:18][CH2:19][CH2:20][CH3:21])=[CH:14][CH:15]=2)=[CH:4][C:3]=1[S:22]([NH2:25])(=[O:24])=[O:23]. The catalyst class is: 95. (9) Reactant: [H-].[Na+].[CH2:3]([C:5]1([CH:9]=O)[CH2:8][O:7][CH2:6]1)[CH3:4].[Cl:11][C:12]1[CH:13]=[CH:14][C:15]([C:35]#[N:36])=[C:16]([C:18]2[C:23]([O:24][CH3:25])=[CH:22][N:21]([CH2:26][C:27]([O:29][C:30]([CH3:33])([CH3:32])[CH3:31])=[O:28])[C:20](=[O:34])[CH:19]=2)[CH:17]=1. Product: [Cl:11][C:12]1[CH:13]=[CH:14][C:15]([C:35]#[N:36])=[C:16]([C:18]2[C:23]([O:24][CH3:25])=[CH:22][N:21]([C:26](=[CH:9][C:5]3([CH2:3][CH3:4])[CH2:6][O:7][CH2:8]3)[C:27]([O:29][C:30]([CH3:31])([CH3:32])[CH3:33])=[O:28])[C:20](=[O:34])[CH:19]=2)[CH:17]=1. The catalyst class is: 9. (10) Reactant: [CH2:1]([N:8](C)[CH:9]1[CH2:14][CH2:13][CH:12]([NH:15][C:16]([C:18]2[CH:23]=[CH:22][C:21]([C:24]3[CH:29]=[CH:28][C:27]([CH2:30][C@H:31]([NH:46][C:47]([C@H:49]4[CH2:54][CH2:53][C@H:52]([CH2:55][NH:56][C:57](=[O:63])[O:58][C:59]([CH3:62])([CH3:61])[CH3:60])[CH2:51][CH2:50]4)=[O:48])[C:32](=[O:45])[NH:33][C:34]4[CH:39]=[CH:38][C:37]([C:40]5[NH:44][N:43]=[N:42][N:41]=5)=[CH:36][CH:35]=4)=[CH:26][CH:25]=3)=[C:20]([CH3:64])[CH:19]=2)=[O:17])[CH2:11][CH2:10]1)C1C=CC=CC=1. Product: [CH3:64][C:20]1[CH:19]=[C:18]([C:16](=[O:17])[NH:15][CH:12]2[CH2:11][CH2:10][CH:9]([NH:8][CH3:1])[CH2:14][CH2:13]2)[CH:23]=[CH:22][C:21]=1[C:24]1[CH:25]=[CH:26][C:27]([CH2:30][C@H:31]([NH:46][C:47]([C@H:49]2[CH2:50][CH2:51][C@H:52]([CH2:55][NH:56][C:57](=[O:63])[O:58][C:59]([CH3:61])([CH3:60])[CH3:62])[CH2:53][CH2:54]2)=[O:48])[C:32](=[O:45])[NH:33][C:34]2[CH:39]=[CH:38][C:37]([C:40]3[NH:41][N:42]=[N:43][N:44]=3)=[CH:36][CH:35]=2)=[CH:28][CH:29]=1. The catalyst class is: 407.